From a dataset of Catalyst prediction with 721,799 reactions and 888 catalyst types from USPTO. Predict which catalyst facilitates the given reaction. (1) Reactant: C1(S)C=CC=CC=1.[Sn](Cl)Cl.C(N(CC)CC)C.[N:18]([C:21]1([CH3:39])[CH2:27][CH2:26][CH2:25][CH2:24][N:23]2[C:28](=[O:38])[CH:29]=[C:30]([C:32]3[CH:37]=[CH:36][N:35]=[CH:34][N:33]=3)[N:31]=[C:22]12)=[N+]=[N-].[OH-].[Na+]. Product: [NH2:18][C:21]1([CH3:39])[CH2:27][CH2:26][CH2:25][CH2:24][N:23]2[C:28](=[O:38])[CH:29]=[C:30]([C:32]3[CH:37]=[CH:36][N:35]=[CH:34][N:33]=3)[N:31]=[C:22]12. The catalyst class is: 10. (2) The catalyst class is: 12. Product: [N+:20]([C:17]1[CH:18]=[CH:19][C:14]([NH:12][C:11]2[C:7]([C:2]3[CH:3]=[CH:4][CH:5]=[CH:6][N:1]=3)=[N:8][NH:9][CH:10]=2)=[N:15][CH:16]=1)([O-:22])=[O:21]. Reactant: [N:1]1[CH:6]=[CH:5][CH:4]=[CH:3][C:2]=1[C:7]1[C:11]([NH2:12])=[CH:10][NH:9][N:8]=1.F[C:14]1[CH:19]=[CH:18][C:17]([N+:20]([O-:22])=[O:21])=[CH:16][N:15]=1. (3) Reactant: [F:1][C:2]1[CH:7]=[CH:6][CH:5]=[C:4]([F:8])[C:3]=1[Br:9].[N+:10]([O-])([OH:12])=[O:11]. Product: [Br:9][C:3]1[C:2]([F:1])=[C:7]([N+:10]([O-:12])=[O:11])[CH:6]=[CH:5][C:4]=1[F:8]. The catalyst class is: 445. (4) Reactant: [N:1]1[CH:6]=[CH:5][CH:4]=[C:3]([CH2:7][C:8]#[N:9])[CH:2]=1.[H-].[Na+].[CH3:12][CH2:13][O:14]C(C)=O. Product: [O:14]=[C:13]([CH3:12])[CH:7]([C:3]1[CH:2]=[N:1][CH:6]=[CH:5][CH:4]=1)[C:8]#[N:9]. The catalyst class is: 1. (5) Reactant: [CH2:1]([O:3][C:4](=[O:33])[CH2:5][C:6](=[O:32])[CH2:7][C:8](=[O:31])/[CH:9]=[CH:10]/[C:11]1[C:12]([CH:28]2[CH2:30][CH2:29]2)=[N:13][C:14]2[C:19]([C:20]=1[C:21]1[CH:26]=[CH:25][C:24]([F:27])=[CH:23][CH:22]=1)=[CH:18][CH:17]=[CH:16][CH:15]=2)[CH3:2].C(N(CC)CC)C.C(O)=O.C(N(CC)CC)C. Product: [CH2:1]([O:3][C:4](=[O:33])[CH2:5][C@H:6]([OH:32])[CH2:7][C@H:8]([OH:31])/[CH:9]=[CH:10]/[C:11]1[C:12]([CH:28]2[CH2:29][CH2:30]2)=[N:13][C:14]2[C:19]([C:20]=1[C:21]1[CH:22]=[CH:23][C:24]([F:27])=[CH:25][CH:26]=1)=[CH:18][CH:17]=[CH:16][CH:15]=2)[CH3:2]. The catalyst class is: 9. (6) The catalyst class is: 59. Product: [OH:1][C:2]1[CH:3]=[C:4]([C:8]2[N:9]=[C:10]([N:27]3[CH2:32][CH2:31][O:30][CH2:29][CH2:28]3)[C:11]3[N:16]=[N:15][N:14]([CH2:17][C:18]4[CH:19]=[CH:20][C:21]([C:22]([NH:41][CH3:39])=[O:24])=[CH:25][CH:26]=4)[C:12]=3[N:13]=2)[CH:5]=[CH:6][CH:7]=1. Reactant: [OH:1][C:2]1[CH:3]=[C:4]([C:8]2[N:9]=[C:10]([N:27]3[CH2:32][CH2:31][O:30][CH2:29][CH2:28]3)[C:11]3[N:16]=[N:15][N:14]([CH2:17][C:18]4[CH:26]=[CH:25][C:21]([C:22]([OH:24])=O)=[CH:20][CH:19]=4)[C:12]=3[N:13]=2)[CH:5]=[CH:6][CH:7]=1.C(Cl)(=O)C(Cl)=O.[CH2:39]([N:41](CC)CC)C.CN. (7) Reactant: [Cl:1][C:2]1[CH:3]=[C:4]([NH:17][C:18]2[C:19]3[C:20](=[CH:24][N:25]([C:27]4[CH:34]=[CH:33][C:30]([CH:31]=[O:32])=[CH:29][CH:28]=4)[N:26]=3)[N:21]=[CH:22][N:23]=2)[CH:5]=[CH:6][C:7]=1[O:8][CH2:9][C:10]1[CH:15]=[CH:14][CH:13]=[C:12]([F:16])[CH:11]=1.[BH4-].[Na+]. Product: [Cl:1][C:2]1[CH:3]=[C:4]([NH:17][C:18]2[C:19]3[C:20](=[CH:24][N:25]([C:27]4[CH:28]=[CH:29][C:30]([CH2:31][OH:32])=[CH:33][CH:34]=4)[N:26]=3)[N:21]=[CH:22][N:23]=2)[CH:5]=[CH:6][C:7]=1[O:8][CH2:9][C:10]1[CH:15]=[CH:14][CH:13]=[C:12]([F:16])[CH:11]=1. The catalyst class is: 5. (8) Reactant: [CH2:1]([NH:8][C:9]([C:11]1[S:12][C:13]([N:17]2[CH:22]=[CH:21][C:20]([OH:23])=[CH:19][C:18]2=[O:24])=[CH:14][C:15]=1[CH3:16])=[O:10])[C:2]1[CH:7]=[CH:6][CH:5]=[CH:4][CH:3]=1.C(N(CC)CC)C.[F:32][C:33]([F:46])([F:45])[S:34](O[S:34]([C:33]([F:46])([F:45])[F:32])(=[O:36])=[O:35])(=[O:36])=[O:35]. Product: [F:32][C:33]([F:46])([F:45])[S:34]([O:23][C:20]1[CH:21]=[CH:22][N:17]([C:13]2[S:12][C:11]([C:9](=[O:10])[NH:8][CH2:1][C:2]3[CH:3]=[CH:4][CH:5]=[CH:6][CH:7]=3)=[C:15]([CH3:16])[CH:14]=2)[C:18](=[O:24])[CH:19]=1)(=[O:36])=[O:35]. The catalyst class is: 4. (9) Reactant: [ClH:1].C(OCC)(=O)C.[F:8][C:9]1[CH:10]=[C:11]([NH:20][C:21]([C@H:23]2[C:32]3[C:27](=[CH:28][C:29]([CH2:33][O:34][CH3:35])=[CH:30][CH:31]=3)[CH2:26][CH2:25][N:24]2C(OC(C)(C)C)=O)=[O:22])[CH:12]=[C:13]2[C:17]=1[C:16]([CH3:19])([CH3:18])[CH2:15][CH2:14]2. Product: [ClH:1].[F:8][C:9]1[CH:10]=[C:11]([NH:20][C:21]([C@H:23]2[C:32]3[C:27](=[CH:28][C:29]([CH2:33][O:34][CH3:35])=[CH:30][CH:31]=3)[CH2:26][CH2:25][NH:24]2)=[O:22])[CH:12]=[C:13]2[C:17]=1[C:16]([CH3:19])([CH3:18])[CH2:15][CH2:14]2. The catalyst class is: 13. (10) Reactant: [CH3:1][N:2]1[C:7]2[C:8](C)=[CH:9][NH:10][C:6]=2[C:5](=[O:12])[N:4]([CH3:13])[C:3]1=[O:14].Br[CH2:16][C:17]([NH:19][C:20]1[S:21][CH:22]=[C:23]([C:25]2[CH:30]=[CH:29][C:28]([F:31])=[CH:27][C:26]=2[F:32])[N:24]=1)=[O:18].[H-].[Na+]. Product: [F:32][C:26]1[CH:27]=[C:28]([F:31])[CH:29]=[CH:30][C:25]=1[C:23]1[N:24]=[C:20]([NH:19][C:17](=[O:18])[CH2:16][N:10]2[C:6]3[C:5](=[O:12])[N:4]([CH3:13])[C:3](=[O:14])[N:2]([CH3:1])[C:7]=3[CH:8]=[CH:9]2)[S:21][CH:22]=1. The catalyst class is: 3.